This data is from Reaction yield outcomes from USPTO patents with 853,638 reactions. The task is: Predict the reaction yield, written as a fraction of the theoretical maximum amount of product (1.0 means a 100% yield; for example, 0.34 means a 34% yield). (1) The catalyst is O. The yield is 0.840. The reactants are Cl.[C:2]1([CH3:10])[CH:7]=[CH:6][CH:5]=[CH:4][C:3]=1[NH:8][NH2:9].C(Cl)(Cl)(Cl)Cl.C(N(CC)CC)C.C(O[C:26](=[N:28][C:29](=O)[C:30]1[CH:35]=[CH:34][CH:33]=[CH:32][CH:31]=1)[CH3:27])C. The product is [CH3:27][C:26]1[N:28]=[C:29]([C:30]2[CH:35]=[CH:34][CH:33]=[CH:32][CH:31]=2)[N:8]([C:3]2[CH:4]=[CH:5][CH:6]=[CH:7][C:2]=2[CH3:10])[N:9]=1. (2) The reactants are [H-].[Na+].[Cl:3][C:4]1[C:5]([F:25])=[C:6]([CH:10]([OH:24])[C@@H:11]2[CH2:16][CH2:15][CH2:14][N:13]([C:17]([O:19][C:20]([CH3:23])([CH3:22])[CH3:21])=[O:18])[CH2:12]2)[CH:7]=[CH:8][CH:9]=1.Br[CH2:27][C:28]([O:30][CH2:31][CH3:32])=[O:29].[NH4+].[Cl-]. The catalyst is C1COCC1. The product is [Cl:3][C:4]1[C:5]([F:25])=[C:6]([CH:10]([O:24][CH2:27][C:28]([O:30][CH2:31][CH3:32])=[O:29])[C@@H:11]2[CH2:16][CH2:15][CH2:14][N:13]([C:17]([O:19][C:20]([CH3:21])([CH3:22])[CH3:23])=[O:18])[CH2:12]2)[CH:7]=[CH:8][CH:9]=1. The yield is 0.800. (3) The reactants are [CH3:1][CH:2]1[NH:7][CH2:6][CH2:5][N:4]([C:8]2[CH:15]=[CH:14][C:11]([C:12]#[N:13])=[CH:10][N:9]=2)[CH2:3]1.[F:16][C:17]([F:32])([F:31])[C:18]([C:20]1[S:24][C:23]([CH2:25][CH2:26][CH2:27][C:28](O)=[O:29])=[CH:22][CH:21]=1)=[O:19]. No catalyst specified. The product is [CH3:1][CH:2]1[N:7]([C:28](=[O:29])[CH2:27][CH2:26][CH2:25][C:23]2[S:24][C:20]([C:18](=[O:19])[C:17]([F:31])([F:32])[F:16])=[CH:21][CH:22]=2)[CH2:6][CH2:5][N:4]([C:8]2[CH:15]=[CH:14][C:11]([C:12]#[N:13])=[CH:10][N:9]=2)[CH2:3]1. The yield is 0.160. (4) The reactants are [C:1]([O:5][C:6](=[O:13])[NH:7][CH2:8][CH:9]([OH:12])CO)([CH3:4])([CH3:3])[CH3:2].I([O-])(=O)(=O)=O.[Na+]. The catalyst is O. The product is [C:1]([O:5][C:6](=[O:13])[NH:7][CH2:8][CH:9]=[O:12])([CH3:4])([CH3:2])[CH3:3]. The yield is 0.980. (5) The yield is 0.660. The reactants are [CH3:1][C:2]1([CH3:32])[CH2:7][C:6](=[O:8])[CH2:5][C:4]([CH3:10])([CH3:9])[P:3]1[C:11]1[CH:16]=[CH:15][CH:14]=[CH:13][C:12]=1[C:17]1[C:22]([CH:23]([CH3:25])[CH3:24])=[CH:21][C:20]([CH:26]([CH3:28])[CH3:27])=[CH:19][C:18]=1[CH:29]([CH3:31])[CH3:30].[CH2:33](O)[CH2:34][CH2:35][OH:36].O.C1(C)C=CC(S(O)(=O)=O)=CC=1. The product is [CH3:32][C:2]1([CH3:1])[P:3]([C:11]2[CH:16]=[CH:15][CH:14]=[CH:13][C:12]=2[C:17]2[C:22]([CH:23]([CH3:24])[CH3:25])=[CH:21][C:20]([CH:26]([CH3:28])[CH3:27])=[CH:19][C:18]=2[CH:29]([CH3:31])[CH3:30])[C:4]([CH3:9])([CH3:10])[CH2:5][C:6]2([O:36][CH2:35][CH2:34][CH2:33][O:8]2)[CH2:7]1. The catalyst is C1(C)C=CC=CC=1. (6) The reactants are [CH3:1][N:2]1[C:10]([CH3:11])=[C:9]2[C:4]([CH:5]=[C:6]([NH2:12])[CH:7]=[CH:8]2)=[N:3]1.C[Al](C)C.C[O:18][C:19](=O)[C:20]1[CH:25]=[CH:24][CH:23]=[CH:22][C:21]=1[NH:26][CH2:27][C:28]1[CH:33]=[CH:32][N:31]=[C:30]([NH:34][C:35]([N:37]([CH3:39])[CH3:38])=[O:36])[CH:29]=1.C(=O)([O-])O.[Na+]. The catalyst is ClCCCl.ClCCl. The product is [CH3:1][N:2]1[C:10]([CH3:11])=[C:9]2[C:4]([CH:5]=[C:6]([NH:12][C:19](=[O:18])[C:20]3[CH:25]=[CH:24][CH:23]=[CH:22][C:21]=3[NH:26][CH2:27][C:28]3[CH:33]=[CH:32][N:31]=[C:30]([NH:34][C:35]([N:37]([CH3:38])[CH3:39])=[O:36])[CH:29]=3)[CH:7]=[CH:8]2)=[N:3]1. The yield is 0.150. (7) The reactants are [CH:1]1[CH:2]=[CH:3][C:4]([C:7]2[N:8]=[C:9](Cl)[CH:10]=[C:11]([Cl:13])[N:12]=2)=[CH:5][CH:6]=1.[NH2:15][C:16]1[CH:20]=[C:19]([CH3:21])[NH:18][N:17]=1.C(N(CC)C(C)C)(C)C.[I-].[Na+]. The catalyst is C(O)CCC. The product is [Cl:13][C:11]1[N:12]=[C:7]([C:4]2[CH:5]=[CH:6][CH:1]=[CH:2][CH:3]=2)[N:8]=[C:9]([NH:15][C:16]2[NH:17][N:18]=[C:19]([CH3:21])[CH:20]=2)[CH:10]=1. The yield is 0.290.